Predict the product of the given reaction. From a dataset of Forward reaction prediction with 1.9M reactions from USPTO patents (1976-2016). (1) Given the reactants [CH2:1]([O:8][C:9]([NH:11][C:12]([CH3:17])([CH3:16])[C:13]([OH:15])=O)=[O:10])[C:2]1[CH:7]=[CH:6][CH:5]=[CH:4][CH:3]=1.CN(C(ON1N=NC2C=CC=CC1=2)=[N+](C)C)C.F[P-](F)(F)(F)(F)F.CCN(CC)CC.[F:49][C:50]1[CH:69]=[CH:68][C:53]([O:54][C:55]2[S:59][C:58]([NH2:60])=[N:57][C:56]=2[C:61]2[CH:66]=[CH:65][C:64]([F:67])=[CH:63][CH:62]=2)=[CH:52][CH:51]=1, predict the reaction product. The product is: [CH2:1]([O:8][C:9](=[O:10])[NH:11][C:12]([C:13](=[O:15])[NH:60][C:58]1[S:59][C:55]([O:54][C:53]2[CH:68]=[CH:69][C:50]([F:49])=[CH:51][CH:52]=2)=[C:56]([C:61]2[CH:66]=[CH:65][C:64]([F:67])=[CH:63][CH:62]=2)[N:57]=1)([CH3:17])[CH3:16])[C:2]1[CH:3]=[CH:4][CH:5]=[CH:6][CH:7]=1. (2) Given the reactants [F:1][C:2]1[CH:3]=[N:4][CH:5]=[C:6]([F:32])[C:7]=1[C:8]1[N:9]=[C:10]2[CH:15]=[CH:14][CH:13]=[C:12]([O:16][CH2:17][CH2:18][OH:19])[N:11]2[C:20]=1[NH:21][C:22]1[CH:31]=[CH:30][C:25]2[O:26][CH2:27][CH2:28][O:29][C:24]=2[CH:23]=1.[S:33](Cl)([C:36]1[CH:42]=[CH:41][C:39]([CH3:40])=[CH:38][CH:37]=1)(=[O:35])=[O:34].CCN(CC)CC, predict the reaction product. The product is: [CH3:40][C:39]1[CH:41]=[CH:42][C:36]([S:33]([O:19][CH2:18][CH2:17][O:16][C:12]2[N:11]3[C:20]([NH:21][C:22]4[CH:31]=[CH:30][C:25]5[O:26][CH2:27][CH2:28][O:29][C:24]=5[CH:23]=4)=[C:8]([C:7]4[C:2]([F:1])=[CH:3][N:4]=[CH:5][C:6]=4[F:32])[N:9]=[C:10]3[CH:15]=[CH:14][CH:13]=2)(=[O:35])=[O:34])=[CH:37][CH:38]=1. (3) The product is: [CH:32]1([NH:37][C:2]2[N:7]3[N:8]=[C:9]([C:25]4[CH:30]=[CH:29][CH:28]=[C:27]([CH3:31])[CH:26]=4)[C:10]([C:11]4[C:16]([CH3:17])=[C:15]([CH3:18])[N:14]=[C:13]([NH:19][CH:20]5[CH2:24][CH2:23][CH2:22][CH2:21]5)[N:12]=4)=[C:6]3[CH:5]=[CH:4][CH:3]=2)[CH2:36][CH2:35][CH2:34][CH2:33]1. Given the reactants Cl[C:2]1[N:7]2[N:8]=[C:9]([C:25]3[CH:30]=[CH:29][CH:28]=[C:27]([CH3:31])[CH:26]=3)[C:10]([C:11]3[C:16]([CH3:17])=[C:15]([CH3:18])[N:14]=[C:13]([NH:19][CH:20]4[CH2:24][CH2:23][CH2:22][CH2:21]4)[N:12]=3)=[C:6]2[CH:5]=[CH:4][CH:3]=1.[CH:32]1([NH2:37])[CH2:36][CH2:35][CH2:34][CH2:33]1, predict the reaction product. (4) The product is: [Cl:1][C:2]1[CH:7]=[CH:6][C:5]([CH:8]([C:15]2[CH:16]=[CH:17][C:18]([Cl:21])=[CH:19][CH:20]=2)[N:9]2[CH2:13][CH2:12][C@@H:11]([NH:14][C:36](=[O:37])[C:35]3[CH:39]=[CH:40][C:32]([O:31][C:30]([F:29])([F:41])[F:42])=[CH:33][CH:34]=3)[CH2:10]2)=[CH:4][CH:3]=1. Given the reactants [Cl:1][C:2]1[CH:7]=[CH:6][C:5]([CH:8]([C:15]2[CH:20]=[CH:19][C:18]([Cl:21])=[CH:17][CH:16]=2)[N:9]2[CH2:13][CH2:12][C@@H:11]([NH2:14])[CH2:10]2)=[CH:4][CH:3]=1.C(N(CC)CC)C.[F:29][C:30]([F:42])([F:41])[O:31][C:32]1[CH:40]=[CH:39][C:35]([C:36](Cl)=[O:37])=[CH:34][CH:33]=1.O, predict the reaction product. (5) Given the reactants COC1C=CC(C(C2C=CC(OC)=C(OC)C=2)=O)=CC=1[N+]([O-])=O.[CH3:24][O:25][C:26]1[CH:31]=[CH:30][C:29]([CH:32]([C:34]2[CH:39]=[C:38]([O:40][CH3:41])[C:37]([O:42][CH3:43])=[C:36]([O:44][CH3:45])[CH:35]=2)[OH:33])=[CH:28][C:27]=1[N+:46]([O-:48])=[O:47].[Cr](Cl)([O-])(=O)=O.[NH+]1C=CC=CC=1, predict the reaction product. The product is: [CH3:24][O:25][C:26]1[CH:31]=[CH:30][C:29]([C:32]([C:34]2[CH:35]=[C:36]([O:44][CH3:45])[C:37]([O:42][CH3:43])=[C:38]([O:40][CH3:41])[CH:39]=2)=[O:33])=[CH:28][C:27]=1[N+:46]([O-:48])=[O:47]. (6) Given the reactants [C:12]([O:11][C:9](O[C:9]([O:11][C:12]([CH3:15])([CH3:14])[CH3:13])=[O:10])=[O:10])([CH3:15])([CH3:14])[CH3:13].[CH:16]1(NC)[CH2:18][CH2:17]1.C[CH2:22][N:23](CC)CC, predict the reaction product. The product is: [C:12]([O:11][C:9](=[O:10])[NH:23][CH2:22][CH:16]1[CH2:17][CH2:18]1)([CH3:13])([CH3:14])[CH3:15].